This data is from Catalyst prediction with 721,799 reactions and 888 catalyst types from USPTO. The task is: Predict which catalyst facilitates the given reaction. (1) Reactant: [O:1]=[C:2]1[CH:6]([CH2:7][N:8]2[CH:12]=[C:11]([C:13]3[N:21](COCC[Si](C)(C)C)[C:20]4[C:19](=[O:30])[N:18]([CH2:31][CH2:32][CH3:33])[C:17](=[O:34])[N:16]([CH2:35][CH2:36][CH3:37])[C:15]=4[N:14]=3)[CH:10]=[N:9]2)[CH2:5][CH2:4][N:3]1[C:38]1[CH:43]=[CH:42][CH:41]=[C:40]([C:44]([F:47])([F:46])[F:45])[CH:39]=1.Cl. Product: [O:1]=[C:2]1[CH:6]([CH2:7][N:8]2[CH:12]=[C:11]([C:13]3[NH:21][C:20]4[C:19](=[O:30])[N:18]([CH2:31][CH2:32][CH3:33])[C:17](=[O:34])[N:16]([CH2:35][CH2:36][CH3:37])[C:15]=4[N:14]=3)[CH:10]=[N:9]2)[CH2:5][CH2:4][N:3]1[C:38]1[CH:43]=[CH:42][CH:41]=[C:40]([C:44]([F:47])([F:46])[F:45])[CH:39]=1. The catalyst class is: 8. (2) Reactant: [CH3:1][S:2][C:3]1[N:8]=[C:7]([CH2:9][C:10](=O)[CH3:11])[CH:6]=[CH:5][N:4]=1.[C:13]1([NH:19][NH2:20])[CH:18]=[CH:17][CH:16]=[CH:15][CH:14]=1. Product: [CH3:11][C:10](=[N:20][NH:19][C:13]1[CH:18]=[CH:17][CH:16]=[CH:15][CH:14]=1)[CH2:9][C:7]1[CH:6]=[CH:5][N:4]=[C:3]([S:2][CH3:1])[N:8]=1. The catalyst class is: 14.